This data is from Forward reaction prediction with 1.9M reactions from USPTO patents (1976-2016). The task is: Predict the product of the given reaction. (1) Given the reactants C[O:2][C:3]1[CH:8]=[CH:7][C:6]([N:9]([CH3:19])[C:10](=[O:18])[CH2:11][C:12]2[CH:17]=[CH:16][CH:15]=[CH:14][CH:13]=2)=[CH:5][CH:4]=1.B(Br)(Br)Br.C([O-])([O-])=O.[Na+].[Na+], predict the reaction product. The product is: [OH:2][C:3]1[CH:8]=[CH:7][C:6]([N:9]([CH3:19])[C:10](=[O:18])[CH2:11][C:12]2[CH:13]=[CH:14][CH:15]=[CH:16][CH:17]=2)=[CH:5][CH:4]=1. (2) Given the reactants Br[CH2:2][C:3]([O:5][CH3:6])=[O:4].[OH:7][C:8]1[CH:9]=[CH:10][CH:11]=[C:12]2[C:17]=1[NH:16][C:15](=[O:18])[CH:14]=[CH:13]2.C([O-])([O-])=O.[K+].[K+], predict the reaction product. The product is: [CH3:6][O:5][C:3](=[O:4])[CH2:2][O:7][C:8]1[CH:9]=[CH:10][CH:11]=[C:12]2[C:17]=1[NH:16][C:15](=[O:18])[CH:14]=[CH:13]2. (3) The product is: [ClH:1].[CH3:5][O:6][C:7]1[CH:12]=[CH:11][C:10]([CH2:13][CH2:14][CH:15]([NH2:17])[CH3:16])=[CH:9][CH:8]=1. Given the reactants [ClH:1].Cl.CO.[CH3:5][O:6][C:7]1[CH:12]=[CH:11][C:10]([CH2:13][CH2:14][CH:15]([NH2:17])[CH3:16])=[CH:9][CH:8]=1, predict the reaction product. (4) Given the reactants [Na].[Br:2][C:3]1[CH:13]=[CH:12][C:6]([C:7]([O:9][CH2:10][CH3:11])=[O:8])=[C:5](F)[CH:4]=1.[CH2:15]([OH:17])[CH3:16], predict the reaction product. The product is: [CH2:10]([O:9][C:7](=[O:8])[C:6]1[CH:12]=[CH:13][C:3]([Br:2])=[CH:4][C:5]=1[O:17][CH2:15][CH3:16])[CH3:11]. (5) Given the reactants Cl[CH2:2][CH2:3][O:4][C:5]1[CH:6]=[C:7]2[C:12](=[CH:13][CH:14]=1)[N:11]=[CH:10][N:9]([C:15]1[CH:16]=[C:17]([CH:21]=[CH:22][C:23]=1[CH3:24])[C:18]([OH:20])=[O:19])[C:8]2=[O:25].[NH:26]1[CH2:30][CH2:29][CH2:28][CH2:27]1.C(N(CC)C(C)C)(C)C.[N-]=C=O, predict the reaction product. The product is: [CH3:24][C:23]1[CH:22]=[CH:21][C:17]([C:18]([OH:20])=[O:19])=[CH:16][C:15]=1[N:9]1[C:8](=[O:25])[C:7]2[C:12](=[CH:13][CH:14]=[C:5]([O:4][CH2:3][CH2:2][N:26]3[CH2:30][CH2:29][CH2:28][CH2:27]3)[CH:6]=2)[N:11]=[CH:10]1. (6) Given the reactants C(O[C:6]([C:8]1[N:9]=[C:10]([C:28]#[N:29])[C:11]2[C:16]([C:17]=1[OH:18])=[CH:15][CH:14]=[C:13]([O:19][C:20]1[CH:25]=[CH:24][C:23]([O:26][CH3:27])=[CH:22][CH:21]=1)[CH:12]=2)=[O:7])CCC.[NH2:30][CH2:31][C:32]([OH:34])=[O:33].C[O-].[Na+], predict the reaction product. The product is: [C:28]([C:10]1[C:11]2[C:16](=[CH:15][CH:14]=[C:13]([O:19][C:20]3[CH:21]=[CH:22][C:23]([O:26][CH3:27])=[CH:24][CH:25]=3)[CH:12]=2)[C:17]([OH:18])=[C:8]([C:6]([NH:30][CH2:31][C:32]([OH:34])=[O:33])=[O:7])[N:9]=1)#[N:29]. (7) The product is: [CH3:3][C:2]([C:4]([O:6][CH3:7])=[O:5])=[CH2:1].[CH:8]([Cl:11])([Cl:10])[Cl:9]. Given the reactants [CH3:1][C:2]([C:4]([O:6][CH3:7])=[O:5])=[CH2:3].[CH:8]([Cl:11])([Cl:10])[Cl:9], predict the reaction product. (8) Given the reactants [C:1](Cl)(=[O:3])[CH3:2].[Cl:5][C:6]1[CH:7]=[CH:8][C:9]2[N:15]([CH2:16][C:17]([CH3:21])([CH3:20])[CH2:18][OH:19])[C:14](=[O:22])[C@@H:13]([CH2:23][C:24]([NH:26][C:27]3[CH:28]=[C:29]([CH2:37][CH2:38][C:39]([OH:41])=[O:40])[CH:30]=[CH:31][C:32]=3[O:33][CH:34]([CH3:36])[CH3:35])=[O:25])[O:12][C@H:11]([C:42]3[CH:47]=[CH:46][CH:45]=[C:44]([O:48][CH3:49])[C:43]=3[O:50][CH3:51])[C:10]=2[CH:52]=1.N1C=CC=CC=1.C(OCC)(=O)C, predict the reaction product. The product is: [C:1]([O:19][CH2:18][C:17]([CH3:20])([CH3:21])[CH2:16][N:15]1[C:9]2[CH:8]=[CH:7][C:6]([Cl:5])=[CH:52][C:10]=2[C@@H:11]([C:42]2[CH:47]=[CH:46][CH:45]=[C:44]([O:48][CH3:49])[C:43]=2[O:50][CH3:51])[O:12][C@H:13]([CH2:23][C:24]([NH:26][C:27]2[CH:28]=[C:29]([CH2:37][CH2:38][C:39]([OH:41])=[O:40])[CH:30]=[CH:31][C:32]=2[O:33][CH:34]([CH3:35])[CH3:36])=[O:25])[C:14]1=[O:22])(=[O:3])[CH3:2]. (9) Given the reactants [NH2:1][CH2:2][CH2:3][CH2:4][CH2:5][O:6][C:7]1[CH:12]=[CH:11][C:10]([CH:13]2[CH2:18][CH2:17][N:16]([C:19]([O:21][C:22]([CH3:25])([CH3:24])[CH3:23])=[O:20])[CH2:15][CH:14]2[O:26][CH2:27][C:28]2[CH:37]=[C:36]3[C:31]([CH2:32][CH2:33][C:34](=[O:43])[N:35]3[CH2:38][CH2:39][CH2:40][O:41][CH3:42])=[CH:30][CH:29]=2)=[CH:9][CH:8]=1.Cl[C:45]1[C:50]([O:51][CH3:52])=[CH:49][N:48]=[CH:47][N:46]=1.CC(C)([O-])C.[Na+], predict the reaction product. The product is: [CH3:42][O:41][CH2:40][CH2:39][CH2:38][N:35]1[C:36]2[C:31](=[CH:30][CH:29]=[C:28]([CH2:27][O:26][CH:14]3[CH:13]([C:10]4[CH:11]=[CH:12][C:7]([O:6][CH2:5][CH2:4][CH2:3][CH2:2][NH:1][C:45]5[C:50]([O:51][CH3:52])=[CH:49][N:48]=[CH:47][N:46]=5)=[CH:8][CH:9]=4)[CH2:18][CH2:17][N:16]([C:19]([O:21][C:22]([CH3:23])([CH3:25])[CH3:24])=[O:20])[CH2:15]3)[CH:37]=2)[CH2:32][CH2:33][C:34]1=[O:43]. (10) Given the reactants [CH:1]1([C:4]2[CH:25]=[C:7]3[C:8]([C:14](=[O:24])[CH2:15][C:16]4[C:21](Cl)=[CH:20][N:19]=[CH:18][C:17]=4[Cl:23])=[CH:9][CH:10]=[C:11]([O:12][CH3:13])[N:6]3[N:5]=2)[CH2:3][CH2:2]1, predict the reaction product. The product is: [Cl:23][C:17]1[CH:18]=[N:19][CH:20]=[CH:21][C:16]=1[CH2:15][C:14]([C:8]1[C:7]2[N:6]([N:5]=[C:4]([CH:1]3[CH2:3][CH2:2]3)[CH:25]=2)[C:11]([O:12][CH3:13])=[CH:10][CH:9]=1)=[O:24].